Dataset: Forward reaction prediction with 1.9M reactions from USPTO patents (1976-2016). Task: Predict the product of the given reaction. Given the reactants [C:1]([O:5][C:6]([NH:8][C:9]1([C:13]2[CH:21]=[CH:20][C:16]([C:17]([OH:19])=[O:18])=[CH:15][CH:14]=2)[CH2:12][CH2:11][CH2:10]1)=[O:7])([CH3:4])([CH3:3])[CH3:2].[N+](=[CH:24][Si](C)(C)C)=[N-].C(O)(=O)C, predict the reaction product. The product is: [C:1]([O:5][C:6]([NH:8][C:9]1([C:13]2[CH:14]=[CH:15][C:16]([C:17]([O:19][CH3:24])=[O:18])=[CH:20][CH:21]=2)[CH2:10][CH2:11][CH2:12]1)=[O:7])([CH3:4])([CH3:2])[CH3:3].